Dataset: Reaction yield outcomes from USPTO patents with 853,638 reactions. Task: Predict the reaction yield, written as a fraction of the theoretical maximum amount of product (1.0 means a 100% yield; for example, 0.34 means a 34% yield). (1) The reactants are [Cl:1][C:2]1[CH:7]=[C:6]([Cl:8])[CH:5]=[CH:4][C:3]=1[C:9]1[C:10]([OH:16])=[CH:11][CH:12]=[CH:13][C:14]=1[F:15].C(=O)([O-])[O-].[K+].[K+].[CH2:23](Br)[CH:24]=[CH2:25]. The catalyst is CS(C)=O. The product is [CH2:25]([O:16][C:10]1[CH:11]=[CH:12][CH:13]=[C:14]([F:15])[C:9]=1[C:3]1[CH:4]=[CH:5][C:6]([Cl:8])=[CH:7][C:2]=1[Cl:1])[CH:24]=[CH2:23]. The yield is 0.920. (2) The reactants are [CH3:1][O:2][C@H:3]1[CH2:11][C:10]2[C:5](=[CH:6][CH:7]=[CH:8][CH:9]=2)[C@H:4]1[NH:12]C(=O)OC(C)(C)C.Cl.C([O-])([O-])=O.[Na+].[Na+]. The catalyst is O1CCOCC1.O. The product is [CH3:1][O:2][C@H:3]1[CH2:11][C:10]2[C:5](=[CH:6][CH:7]=[CH:8][CH:9]=2)[C@H:4]1[NH2:12]. The yield is 0.990.